Task: Predict the product of the given reaction.. Dataset: Forward reaction prediction with 1.9M reactions from USPTO patents (1976-2016) (1) Given the reactants C(OP(O[CH2:10][C:11]1[O:15][N:14]=[C:13]([C:16]([O:18][CH2:19][CH3:20])=[O:17])[CH:12]=1)(OCC)=O)C.[F:21][C:22]1[CH:27]=[CH:26][CH:25]=[CH:24][C:23]=1B(O)O.C(=O)([O-])[O-].[K+].[K+].C1(P(C2C=CC=CC=2)C2C=CC=CC=2)C=CC=CC=1, predict the reaction product. The product is: [F:21][C:22]1[CH:27]=[CH:26][CH:25]=[CH:24][C:23]=1[CH2:10][C:11]1[O:15][N:14]=[C:13]([C:16]([O:18][CH2:19][CH3:20])=[O:17])[CH:12]=1. (2) Given the reactants [CH3:1][C:2]1([C:7]2[O:11][C:10]([CH2:12][N:13]3[CH:17]=[CH:16][C:15]([NH2:18])=[N:14]3)=[CH:9][CH:8]=2)[O:6]CCO1.[C:19]([O:23][C:24]([NH:26][CH2:27][C:28]1[O:29][C:30]([C:36]2[CH:41]=[CH:40][CH:39]=[CH:38][CH:37]=2)=[C:31]([C:33](O)=[O:34])[N:32]=1)=[O:25])([CH3:22])([CH3:21])[CH3:20], predict the reaction product. The product is: [C:19]([O:23][C:24](=[O:25])[NH:26][CH2:27][C:28]1[O:29][C:30]([C:36]2[CH:37]=[CH:38][CH:39]=[CH:40][CH:41]=2)=[C:31]([C:33](=[O:34])[NH:18][C:15]2[CH:16]=[CH:17][N:13]([CH2:12][C:10]3[O:11][C:7]([C:2](=[O:6])[CH3:1])=[CH:8][CH:9]=3)[N:14]=2)[N:32]=1)([CH3:22])([CH3:20])[CH3:21]. (3) Given the reactants C([O:4][CH2:5][C@@H:6]1[C@@H:11]([O:12]C(=O)C)[C@H:10]([OH:16])[C@H:9]([OH:17])[C@@H:8]([C:18]2[CH:23]=[CH:22][C:21]([C:24]3[CH:29]=[CH:28][CH:27]=[C:26]([C@@H:30]4[C@@H:35]([OH:36])[C@@H:34]([OH:37])[C@H:33]([OH:38])[C@@H:32]([CH2:39][OH:40])[O:31]4)[CH:25]=3)=[CH:20][CH:19]=2)[O:7]1)(=O)C.CO[Na], predict the reaction product. The product is: [C:24]1([C:21]2[CH:20]=[CH:19][C:18]([C@H:8]3[O:7][C@H:6]([CH2:5][OH:4])[C@@H:11]([OH:12])[C@H:10]([OH:16])[C@@H:9]3[OH:17])=[CH:23][CH:22]=2)[CH:29]=[CH:28][CH:27]=[C:26]([C@H:30]2[O:31][C@H:32]([CH2:39][OH:40])[C@@H:33]([OH:38])[C@H:34]([OH:37])[C@@H:35]2[OH:36])[CH:25]=1. (4) Given the reactants [Cl:1][C:2]1[CH:3]=[C:4]([NH:17][C:18]2[C:19]3[N:26]([CH2:27][C:28]4[CH:36]=[CH:35][C:31]([C:32]([OH:34])=O)=[CH:30][CH:29]=4)[CH:25]=[CH:24][C:20]=3[N:21]=[CH:22][N:23]=2)[CH:5]=[CH:6][C:7]=1[O:8][CH2:9][C:10]1[CH:15]=[CH:14][CH:13]=[C:12]([F:16])[CH:11]=1.[CH3:37][C@H:38]1[CH2:43][NH:42][CH2:41][C@@H:40]([CH3:44])[NH:39]1.N1(O)C2C=CC=CC=2N=N1.Cl.CN(C)CCCN=C=NCC, predict the reaction product. The product is: [Cl:1][C:2]1[CH:3]=[C:4]([NH:17][C:18]2[C:19]3[N:26]([CH2:27][C:28]4[CH:29]=[CH:30][C:31]([C:32]([N:42]5[CH2:41][C@H:40]([CH3:44])[NH:39][C@H:38]([CH3:37])[CH2:43]5)=[O:34])=[CH:35][CH:36]=4)[CH:25]=[CH:24][C:20]=3[N:21]=[CH:22][N:23]=2)[CH:5]=[CH:6][C:7]=1[O:8][CH2:9][C:10]1[CH:15]=[CH:14][CH:13]=[C:12]([F:16])[CH:11]=1. (5) Given the reactants [Br:1][C:2]1[CH:6]=[C:5]([N:7]([CH2:11][CH:12]2[CH2:14][CH2:13]2)[CH2:8][CH2:9][CH3:10])[S:4][C:3]=1[CH:15]=O.S([O-])([O-])(=O)=O.O[NH3+:23].O[NH3+].[OH-].[Na+], predict the reaction product. The product is: [Br:1][C:2]1[CH:6]=[C:5]([N:7]([CH2:11][CH:12]2[CH2:14][CH2:13]2)[CH2:8][CH2:9][CH3:10])[S:4][C:3]=1[C:15]#[N:23].